This data is from Peptide-MHC class II binding affinity with 134,281 pairs from IEDB. The task is: Regression. Given a peptide amino acid sequence and an MHC pseudo amino acid sequence, predict their binding affinity value. This is MHC class II binding data. (1) The peptide sequence is SAHGSGREVIDAMCH. The MHC is DRB1_0701 with pseudo-sequence DRB1_0701. The binding affinity (normalized) is 0.226. (2) The peptide sequence is FGSMPALTIACMTVQ. The MHC is DRB1_1302 with pseudo-sequence DRB1_1302. The binding affinity (normalized) is 0.443. (3) The peptide sequence is AFKVAATAATAAPAN. The MHC is HLA-DPA10103-DPB10301 with pseudo-sequence HLA-DPA10103-DPB10301. The binding affinity (normalized) is 0.786. (4) The peptide sequence is NHLINTPKIMPHHII. The MHC is DRB1_1501 with pseudo-sequence DRB1_1501. The binding affinity (normalized) is 0.415. (5) The peptide sequence is MRRLADQSLPPNFSC. The MHC is DRB1_1101 with pseudo-sequence DRB1_1101. The binding affinity (normalized) is 0.231.